Dataset: Forward reaction prediction with 1.9M reactions from USPTO patents (1976-2016). Task: Predict the product of the given reaction. (1) Given the reactants [CH3:1][C:2]1([CH3:30])[CH2:7][O:6][CH:5]([C:8]2[S:12][C:11]([C@H:13]([NH:23][S+]([O-])C(C)(C)C)[CH2:14][O:15][Si](C)(C)C(C)(C)C)=[CH:10][CH:9]=2)[O:4][CH2:3]1.[ClH:31], predict the reaction product. The product is: [ClH:31].[NH2:23][C@@H:13]([C:11]1[S:12][C:8]([CH:5]2[O:6][CH2:7][C:2]([CH3:30])([CH3:1])[CH2:3][O:4]2)=[CH:9][CH:10]=1)[CH2:14][OH:15]. (2) Given the reactants [F:1][C:2]1[CH:7]=[CH:6][C:5]([C:8]2[C:13](/[CH:14]=[CH:15]/[CH2:16][OH:17])=[C:12]([CH:18]([CH3:20])[CH3:19])[N:11]=[C:10]([N:21]([CH3:26])[S:22]([CH3:25])(=[O:24])=[O:23])[N:9]=2)=[CH:4][CH:3]=1, predict the reaction product. The product is: [F:1][C:2]1[CH:3]=[CH:4][C:5]([C:8]2[C:13](/[CH:14]=[CH:15]/[CH:16]=[O:17])=[C:12]([CH:18]([CH3:20])[CH3:19])[N:11]=[C:10]([N:21]([CH3:26])[S:22]([CH3:25])(=[O:24])=[O:23])[N:9]=2)=[CH:6][CH:7]=1. (3) Given the reactants [N+:1]([C:4]1[CH:12]=[CH:11][C:10]2[C:6](=[CH:7][N:8]([CH2:13][CH2:14][NH:15][S:16]([CH3:19])(=[O:18])=[O:17])[N:9]=2)[CH:5]=1)([O-])=O, predict the reaction product. The product is: [NH2:1][C:4]1[CH:12]=[CH:11][C:10]2[C:6](=[CH:7][N:8]([CH2:13][CH2:14][NH:15][S:16]([CH3:19])(=[O:18])=[O:17])[N:9]=2)[CH:5]=1. (4) Given the reactants [Cl:1][C:2]1[CH:3]=[C:4]([CH:9]=[O:10])[C:5](F)=[N:6][CH:7]=1.[CH:11]1([CH2:14][NH:15][CH2:16][CH2:17][CH3:18])[CH2:13][CH2:12]1.C(=O)([O-])[O-].[K+].[K+].C(OCC)(=O)C, predict the reaction product. The product is: [Cl:1][C:2]1[CH:3]=[C:4]([CH:9]=[O:10])[C:5]([N:15]([CH2:14][CH:11]2[CH2:13][CH2:12]2)[CH2:16][CH2:17][CH3:18])=[N:6][CH:7]=1. (5) Given the reactants Br[C:2]1[CH:7]=[CH:6][C:5]([C:8]2[C:9]3[CH:23]=[CH:22][C:21]4[C:16](=[CH:17][CH:18]=[CH:19][CH:20]=4)[C:10]=3[NH:11][C:12](=[O:15])[CH2:13][N:14]=2)=[CH:4][CH:3]=1.C(=[NH:37])(C1C=CC=CC=1)C1C=CC=CC=1.CC(C)([O-])C.[Na+].C1(P(C2C=CC=CC=2)C2C3OC4C(=CC=CC=4P(C4C=CC=CC=4)C4C=CC=CC=4)C(C)(C)C=3C=CC=2)C=CC=CC=1, predict the reaction product. The product is: [NH2:37][C:2]1[CH:7]=[CH:6][C:5]([C:8]2[C:9]3[CH:23]=[CH:22][C:21]4[C:16](=[CH:17][CH:18]=[CH:19][CH:20]=4)[C:10]=3[NH:11][C:12](=[O:15])[CH2:13][N:14]=2)=[CH:4][CH:3]=1. (6) Given the reactants [F:1][C:2]1[CH:3]=[C:4]2[C:8](=[CH:9][CH:10]=1)[N:7]([CH2:11][C@@H:12]([NH:18][C:19](=[O:35])[C@@H:20]([NH:25][C:26](=[O:34])[C:27]1[CH:32]=[CH:31][CH:30]=[C:29]([CH3:33])[CH:28]=1)[CH2:21][CH:22]([CH3:24])[CH3:23])[CH2:13][CH2:14][C:15](O)=[O:16])[CH2:6][CH2:5]2.O1CCOCC1.N.C[N:44](C(ON1N=NC2C=CC=NC1=2)=[N+](C)C)C.F[P-](F)(F)(F)(F)F, predict the reaction product. The product is: [C:15]([CH2:14][CH2:13][C@H:12]([NH:18][C:19]([C@@H:20]([NH:25][C:26](=[O:34])[C:27]1[CH:32]=[CH:31][CH:30]=[C:29]([CH3:33])[CH:28]=1)[CH2:21][CH:22]([CH3:23])[CH3:24])=[O:35])[CH2:11][N:7]1[C:8]2[C:4](=[CH:3][C:2]([F:1])=[CH:10][CH:9]=2)[CH2:5][CH2:6]1)(=[O:16])[NH2:44]. (7) The product is: [C:10]([C:12]1[CH:13]=[C:14]([CH:15]=[CH:16][CH:17]=1)[O:18][CH2:3][CH2:4][N:5]1[CH2:9][CH2:8][CH2:7][CH2:6]1)#[CH:11]. Given the reactants Cl.Cl[CH2:3][CH2:4][N:5]1[CH2:9][CH2:8][CH2:7][CH2:6]1.[C:10]([C:12]1[CH:13]=[C:14]([OH:18])[CH:15]=[CH:16][CH:17]=1)#[CH:11], predict the reaction product.